Dataset: Full USPTO retrosynthesis dataset with 1.9M reactions from patents (1976-2016). Task: Predict the reactants needed to synthesize the given product. (1) Given the product [CH3:24][O:23][C:21]1[CH:20]=[CH:19][C:15]2[N:16]=[C:17]([CH3:18])[C:12]3[N:13]([C:9]([C:4]4[CH:5]=[CH:6][CH:7]=[C:2]([O:28][C:27]([F:39])([F:38])[F:26])[CH:3]=4)=[N:10][C:11]=3[CH3:25])[C:14]=2[N:22]=1, predict the reactants needed to synthesize it. The reactants are: Cl[C:2]1[CH:3]=[C:4]([C:9]2[N:13]3[C:14]4[N:22]=[C:21]([O:23][CH3:24])[CH:20]=[CH:19][C:15]=4[N:16]=[C:17]([CH3:18])[C:12]3=[C:11]([CH3:25])[N:10]=2)[CH:5]=[C:6](Cl)[CH:7]=1.[F:26][C:27]([F:39])([F:38])[O:28]C1C=C(B(O)O)C=CC=1.C([O-])([O-])=O.[K+].[K+]. (2) Given the product [C:1]([O:5][C:6](=[O:7])[NH:8][C:9]([CH3:17])([CH3:16])[CH2:10][O:11][CH2:12][C:13](=[O:15])[N:55]([CH3:56])[C@@H:43]([C:42](=[O:57])[N:41]([CH3:40])[C@@H:58]([C:66](=[O:74])[NH:67][CH2:68][CH:69]1[CH2:73][CH2:72][CH2:71][O:70]1)[CH2:59][C:60]1[CH:61]=[CH:62][CH:63]=[CH:64][CH:65]=1)[CH2:44][C:45]1[CH:54]=[CH:53][C:52]2[C:47](=[CH:48][CH:49]=[CH:50][CH:51]=2)[CH:46]=1)([CH3:2])([CH3:3])[CH3:4], predict the reactants needed to synthesize it. The reactants are: [C:1]([O:5][C:6]([NH:8][C:9]([CH3:17])([CH3:16])[CH2:10][O:11][CH2:12][C:13]([OH:15])=O)=[O:7])([CH3:4])([CH3:3])[CH3:2].ON1C2N=CC=CC=2N=N1.Cl.CN(C)CCCN=C=NCC.[CH3:40][N:41]([C@@H:58]([C:66](=[O:74])[NH:67][CH2:68][CH:69]1[CH2:73][CH2:72][CH2:71][O:70]1)[CH2:59][C:60]1[CH:65]=[CH:64][CH:63]=[CH:62][CH:61]=1)[C:42](=[O:57])[C@H:43]([NH:55][CH3:56])[CH2:44][C:45]1[CH:54]=[CH:53][C:52]2[C:47](=[CH:48][CH:49]=[CH:50][CH:51]=2)[CH:46]=1.C(N(C(C)C)CC)(C)C.